This data is from Reaction yield outcomes from USPTO patents with 853,638 reactions. The task is: Predict the reaction yield, written as a fraction of the theoretical maximum amount of product (1.0 means a 100% yield; for example, 0.34 means a 34% yield). (1) The yield is 0.327. The product is [OH:1][C:2]1([C:18]2[CH:19]=[CH:20][C:15]([O:14][CH3:13])=[CH:16][CH:17]=2)[CH2:5][N:4]([C:6]([O:8][C:9]([CH3:12])([CH3:11])[CH3:10])=[O:7])[CH2:3]1. The reactants are [O:1]=[C:2]1[CH2:5][N:4]([C:6]([O:8][C:9]([CH3:12])([CH3:11])[CH3:10])=[O:7])[CH2:3]1.[CH3:13][O:14][C:15]1[CH:20]=[CH:19][C:18]([Mg]Br)=[CH:17][CH:16]=1.[Cl-].[NH4+]. The catalyst is C1COCC1. (2) The reactants are [C:1]([O:5][C:6](=[O:22])[NH:7][C@H:8]([C:19](=[S:21])[NH2:20])[CH2:9][C:10]1[CH:15]=[CH:14][C:13]([N+:16]([O-:18])=[O:17])=[CH:12][CH:11]=1)([CH3:4])([CH3:3])[CH3:2].Br[CH2:24][C:25]([C:27]1[CH:32]=[CH:31][CH:30]=[CH:29][CH:28]=1)=O.N1C=CC=CC=1.CC(OC(OC(OC(C)(C)C)=O)=O)(C)C. The catalyst is CC#N.C(OCC)C. The product is [C:1]([O:5][C:6](=[O:22])[NH:7][C@H:8]([C:19]1[S:21][CH:24]=[C:25]([C:27]2[CH:32]=[CH:31][CH:30]=[CH:29][CH:28]=2)[N:20]=1)[CH2:9][C:10]1[CH:15]=[CH:14][C:13]([N+:16]([O-:18])=[O:17])=[CH:12][CH:11]=1)([CH3:4])([CH3:2])[CH3:3]. The yield is 0.390. (3) The reactants are [CH3:1][N:2]([CH3:23])[C:3]([CH:5](C)[CH2:6][C:7]#[C:8][C:9]1[CH:10]=[C:11]([CH:19]=[CH:20][CH:21]=1)[C:12]([NH:14][CH:15]([CH3:18])[CH2:16][OH:17])=[O:13])=[O:4]. The catalyst is [Ni]. The product is [CH3:23][N:2]([CH3:1])[C:3]([CH2:5][CH2:6][CH:7]=[CH:8][C:9]1[CH:10]=[C:11]([CH:19]=[CH:20][CH:21]=1)[C:12]([NH:14][CH:15]([CH3:18])[CH2:16][OH:17])=[O:13])=[O:4]. The yield is 0.400. (4) The reactants are [Br:1][C:2]1[CH:3]=[C:4]([S:8](Cl)(=[O:10])=[O:9])[CH:5]=[CH:6][CH:7]=1.[CH3:12][NH2:13]. The catalyst is C1COCC1. The product is [CH3:12][NH:13][S:8]([C:4]1[CH:5]=[CH:6][CH:7]=[C:2]([Br:1])[CH:3]=1)(=[O:10])=[O:9]. The yield is 0.990. (5) The catalyst is C(#N)C. The reactants are Cl[CH2:2][C@@H:3]([OH:21])[CH2:4][NH:5][CH2:6][CH2:7][NH:8][S:9]([C:12]1[CH:17]=[CH:16][CH:15]=[CH:14][C:13]=1[N+:18]([O-:20])=[O:19])(=[O:11])=[O:10].C([O-])([O-])=O.[Cs+].[Cs+]. The yield is 0.310. The product is [N+:18]([C:13]1[CH:14]=[CH:15][CH:16]=[CH:17][C:12]=1[S:9]([N:8]1[CH2:2][C@@H:3]([OH:21])[CH2:4][NH:5][CH2:6][CH2:7]1)(=[O:11])=[O:10])([O-:20])=[O:19]. (6) The reactants are [C:1]([O:5][C:6]([N:8]1[CH2:13][CH2:12][CH:11]([NH:14][CH2:15][CH:16]=[CH2:17])[CH2:10][CH2:9]1)=[O:7])([CH3:4])([CH3:3])[CH3:2].[CH2:18]([N:25]=[C:26]=[O:27])[C:19]1[CH:24]=[CH:23][CH:22]=[CH:21][CH:20]=1.O. The catalyst is C(Cl)Cl. The product is [C:19]1([CH2:18][NH:25][C:26](=[O:27])[N:14]([CH:11]2[CH2:10][CH2:9][N:8]([C:6]([O:5][C:1]([CH3:4])([CH3:3])[CH3:2])=[O:7])[CH2:13][CH2:12]2)[CH2:15][CH:16]=[CH2:17])[CH:24]=[CH:23][CH:22]=[CH:21][CH:20]=1. The yield is 0.990. (7) The reactants are [Cl:1][C:2]1[N:7]=[CH:6][C:5]([C:8]2[N:9]=[CH:10][C:11]3[N:16]=[C:15]([NH:17][C:18](=[O:20])[CH3:19])[S:14][C:12]=3[N:13]=2)=[CH:4][C:3]=1[N:21](S(C)(=O)=O)[S:22]([CH3:25])(=[O:24])=[O:23]. The catalyst is N.CO. The product is [Cl:1][C:2]1[N:7]=[CH:6][C:5]([C:8]2[N:9]=[CH:10][C:11]3[N:16]=[C:15]([NH:17][C:18](=[O:20])[CH3:19])[S:14][C:12]=3[N:13]=2)=[CH:4][C:3]=1[NH:21][S:22]([CH3:25])(=[O:24])=[O:23]. The yield is 0.740.